Dataset: TCR-epitope binding with 47,182 pairs between 192 epitopes and 23,139 TCRs. Task: Binary Classification. Given a T-cell receptor sequence (or CDR3 region) and an epitope sequence, predict whether binding occurs between them. (1) The epitope is NYSGVVTTVMF. The TCR CDR3 sequence is CASSFGTGVNSPLHF. Result: 0 (the TCR does not bind to the epitope). (2) The epitope is ILGLPTQTV. The TCR CDR3 sequence is CATSDSGLAGDYNEQFF. Result: 0 (the TCR does not bind to the epitope). (3) The epitope is TTLPVNVAF. The TCR CDR3 sequence is CASSLLQETQYF. Result: 0 (the TCR does not bind to the epitope). (4) The epitope is SGPLKAEIAQRLED. The TCR CDR3 sequence is CAWSVPDRGRFGYTF. Result: 1 (the TCR binds to the epitope).